Dataset: Forward reaction prediction with 1.9M reactions from USPTO patents (1976-2016). Task: Predict the product of the given reaction. (1) Given the reactants C1(/C=C/CO)C=CC=CC=1.CC1C(O)=CC=CC=1O.O.C1(C)C=CC(S(O)(=O)=O)=CC=1.[CH2:32]([C:41]1[CH:46]=[CH:45][C:44]([OH:47])=[C:43]([CH3:48])[C:42]=1[OH:49])[CH:33]=[CH:34][C:35]1[CH:40]=[CH:39][CH:38]=[CH:37][CH:36]=1.C(C1C=C(CC=CC2C=CC=CC=2)C(O)=C(C)C=1O)C=CC1C=CC=CC=1, predict the reaction product. The product is: [CH3:48][C:43]1[C:44]([OH:47])=[CH:45][CH:46]=[C:41]2[C:42]=1[O:49][CH:34]([C:35]1[CH:36]=[CH:37][CH:38]=[CH:39][CH:40]=1)[CH2:33][CH2:32]2. (2) Given the reactants [Br:1][C:2]1[C:3]([C:7]([NH2:9])=[O:8])=[N:4][NH:5][CH:6]=1.C(=O)([O-])[O-].[K+].[K+].CS(O[CH:21]1[CH2:26][CH2:25][N:24]([C:27]([O:29][C:30]([CH3:33])([CH3:32])[CH3:31])=[O:28])[CH2:23][CH2:22]1)(=O)=O, predict the reaction product. The product is: [Br:1][C:2]1[C:3]([C:7](=[O:8])[NH2:9])=[N:4][N:5]([CH:21]2[CH2:26][CH2:25][N:24]([C:27]([O:29][C:30]([CH3:33])([CH3:32])[CH3:31])=[O:28])[CH2:23][CH2:22]2)[CH:6]=1. (3) Given the reactants [ClH:1].O.[NH:3]1[CH2:8][CH2:7][C:6](=O)[CH2:5][CH2:4]1.Cl.[C:11]1([NH:17]N)[CH:16]=[CH:15][CH:14]=[CH:13][CH:12]=1, predict the reaction product. The product is: [ClH:1].[CH2:4]1[C:5]2[C:16]3[CH:15]=[CH:14][CH:13]=[CH:12][C:11]=3[NH:17][C:6]=2[CH2:7][CH2:8][NH:3]1. (4) Given the reactants CCN(S(F)(F)[F:7])CC.[Cl:10][C:11]1[CH:12]=[C:13]([C:17]2[N:25]=[C:24]([C:26]#[N:27])[N:23]=[C:22]3[C:18]=2[N:19]([CH2:33][C@H:34]2[CH2:39][CH2:38][C@H:37]([CH3:40])[CH2:36][CH2:35]2)[C:20]([C:28]2(O)[CH2:31][O:30][CH2:29]2)=[N:21]3)[CH:14]=[N:15][CH:16]=1, predict the reaction product. The product is: [Cl:10][C:11]1[CH:12]=[C:13]([C:17]2[N:25]=[C:24]([C:26]#[N:27])[N:23]=[C:22]3[C:18]=2[N:19]([CH2:33][C@H:34]2[CH2:39][CH2:38][C@H:37]([CH3:40])[CH2:36][CH2:35]2)[C:20]([C:28]2([F:7])[CH2:31][O:30][CH2:29]2)=[N:21]3)[CH:14]=[N:15][CH:16]=1. (5) Given the reactants [NH2:1][C:2](C)(C)[CH2:3][C:4]([N:6]([CH2:14][C@H:15]1C(=O)N[C@@H](CC2C=CC3C(=CC=CC=3)C=2)C(=O)[N:16]1CC1C=CC(C2C=CC=CC=2)=CC=1)[CH2:7][CH:8]1[CH2:13][CH2:12][NH:11][CH2:10][CH2:9]1)=[O:5].[O:49]([C:56]1[CH:63]=[CH:62][C:59]([CH:60]=O)=[CH:58][CH:57]=1)[C:50]1[CH:55]=[CH:54][CH:53]=[CH:52][CH:51]=1.C(O[C:69]([NH:71][C@@H:72]([CH2:76][C:77]1[CH:82]=[CH:81][C:80]([O:83][CH2:84][CH3:85])=[CH:79][CH:78]=1)[C:73]([OH:75])=O)=[O:70])(C)(C)C, predict the reaction product. The product is: [NH2:1][CH2:2][CH2:3][C:4]([N:6]([CH2:14][C@H:15]1[C:69](=[O:70])[NH:71][C@@H:72]([CH2:76][C:77]2[CH:78]=[CH:79][C:80]([O:83][CH2:84][CH3:85])=[CH:81][CH:82]=2)[C:73](=[O:75])[N:16]1[CH2:60][C:59]1[CH:62]=[CH:63][C:56]([O:49][C:50]2[CH:55]=[CH:54][CH:53]=[CH:52][CH:51]=2)=[CH:57][CH:58]=1)[CH2:7][CH:8]1[CH2:9][CH2:10][NH:11][CH2:12][CH2:13]1)=[O:5]. (6) Given the reactants C(OC([NH:8][CH2:9][C:10]([NH:12][C:13]1[CH:18]=[CH:17][C:16]([C:19]2[C:28]([CH2:29][O:30][C:31]3[CH:36]=[C:35]([F:37])[CH:34]=[CH:33][C:32]=3[CH3:38])=[C:27]3[C:22]([NH:23][C:24]([CH3:42])([CH3:41])[C:25](=[O:40])[N:26]3[CH3:39])=[CH:21][CH:20]=2)=[C:15]([O:43][CH3:44])[CH:14]=1)=[O:11])=O)(C)(C)C.[ClH:45], predict the reaction product. The product is: [ClH:45].[NH2:8][CH2:9][C:10]([NH:12][C:13]1[CH:18]=[CH:17][C:16]([C:19]2[C:28]([CH2:29][O:30][C:31]3[CH:36]=[C:35]([F:37])[CH:34]=[CH:33][C:32]=3[CH3:38])=[C:27]3[C:22]([NH:23][C:24]([CH3:42])([CH3:41])[C:25](=[O:40])[N:26]3[CH3:39])=[CH:21][CH:20]=2)=[C:15]([O:43][CH3:44])[CH:14]=1)=[O:11]. (7) Given the reactants CC[C@H]1[C@H]2C[C@H]([C@H](OC3[C:34]4[C:29](=[CH:30][CH:31]=[CH:32][CH:33]=4)[C:28]([O:35][C@H:36]([C:47]4[CH:56]=[CH:55]N=C5[C:48]=4[CH:49]=[C:50]([O:57][CH3:58])[CH:51]=C5)[C@@H]4N5C[C@H](CC)[C@@H](CC5)C4)=NN=3)C3C=CN=C4C=3C=C(OC)C=C4)N(CC2)C1.[C:59]([OH:63])(C)(C)C.C(C1C=CC([O:73]C)=CC=1OCC1C=CC=CC=1)C=C, predict the reaction product. The product is: [CH2:28]([O:35][C:36]1[CH:51]=[C:50]([O:57][CH3:58])[CH:49]=[CH:48][C:47]=1[CH2:56][CH:55]([OH:73])[CH2:59][OH:63])[C:29]1[CH:30]=[CH:31][CH:32]=[CH:33][CH:34]=1.